This data is from Reaction yield outcomes from USPTO patents with 853,638 reactions. The task is: Predict the reaction yield, written as a fraction of the theoretical maximum amount of product (1.0 means a 100% yield; for example, 0.34 means a 34% yield). (1) The reactants are Br[C:2]1[CH:7]=[CH:6][C:5]([C@@H:8]([CH3:18])[CH2:9][NH:10][C:11](=[O:17])[O:12][C:13]([CH3:16])([CH3:15])[CH3:14])=[CH:4][CH:3]=1.Br[C:20]1[C:21]2[C:22]3[CH:36]=[CH:35][S:34][C:23]=3[C:24](=[O:33])[NH:25][C:26]=2[C:27]([CH3:32])=[CH:28][C:29]=1[O:30][CH3:31]. No catalyst specified. The product is [CH3:31][O:30][C:29]1[CH:28]=[C:27]([CH3:32])[C:26]2[NH:25][C:24](=[O:33])[C:23]3[S:34][CH:35]=[CH:36][C:22]=3[C:21]=2[C:20]=1[C:2]1[CH:7]=[CH:6][C:5]([C@@H:8]([CH3:18])[CH2:9][NH:10][C:11](=[O:17])[O:12][C:13]([CH3:16])([CH3:15])[CH3:14])=[CH:4][CH:3]=1. The yield is 0.620. (2) The reactants are [CH3:1][N:2]1[CH2:7][CH2:6][C:5](=[O:8])[CH2:4][CH2:3]1.[F:9][C:10]1[CH:15]=[CH:14][C:13]([Mg]Br)=[CH:12][CH:11]=1. The catalyst is C(OCC)C.C(OCC)(=O)C.[Cl-].[NH4+]. The product is [F:9][C:10]1[CH:15]=[CH:14][C:13]([C:5]2([OH:8])[CH2:6][CH2:7][N:2]([CH3:1])[CH2:3][CH2:4]2)=[CH:12][CH:11]=1. The yield is 0.320. (3) The reactants are [CH3:1][O:2][C:3]1[CH:8]=[CH:7][C:6]([CH2:9][C:10]([O:12]CC)=[O:11])=[CH:5][CH:4]=1.[OH-].[Na+]. The catalyst is CO.O. The product is [CH3:1][O:2][C:3]1[CH:4]=[CH:5][C:6]([CH2:9][C:10]([OH:12])=[O:11])=[CH:7][CH:8]=1. The yield is 0.670.